Dataset: Full USPTO retrosynthesis dataset with 1.9M reactions from patents (1976-2016). Task: Predict the reactants needed to synthesize the given product. The reactants are: [Cl:1][C:2]1[CH:22]=[CH:21][C:5]([C:6]2[CH:7]=[CH:8][C:9]([CH2:19][CH3:20])=[C:10]([CH:12]3[C:16](=[O:17])[CH:15]=[CH:14][C:13]3=[O:18])[CH:11]=2)=[CH:4][CH:3]=1.[I-].[Mg+2].[I-].C[Si](C)(C)[O:28][C:29]1[CH:34]=[CH:33][CH2:32][CH2:31][CH:30]=1.Cl. Given the product [Cl:1][C:2]1[CH:3]=[CH:4][C:5]([C:6]2[CH:7]=[CH:8][C:9]([CH2:19][CH3:20])=[C:10]([CH:12]3[C:16](=[O:17])[CH:15]4[CH:14]([CH:30]5[C:29](=[O:28])[CH2:34][CH:33]4[CH2:32][CH2:31]5)[C:13]3=[O:18])[CH:11]=2)=[CH:21][CH:22]=1, predict the reactants needed to synthesize it.